Dataset: Full USPTO retrosynthesis dataset with 1.9M reactions from patents (1976-2016). Task: Predict the reactants needed to synthesize the given product. (1) Given the product [OH:1][CH2:10][CH:9]([C:18]1[CH:19]=[CH:20][CH:21]=[CH:22][CH:23]=1)[CH:8]([NH:24][C:25]([C:27]1[C:28]([C:33]([F:36])([F:35])[F:34])=[N:29][N:30]([CH3:32])[CH:31]=1)=[O:26])[C:6](=[O:7])[NH:5][CH3:4], predict the reactants needed to synthesize it. The reactants are: [O:1]=[O+][O-].[CH3:4][NH:5][C:6]([CH:8]([NH:24][C:25]([C:27]1[C:28]([C:33]([F:36])([F:35])[F:34])=[N:29][N:30]([CH3:32])[CH:31]=1)=[O:26])[CH:9]([C:18]1[CH:23]=[CH:22][CH:21]=[CH:20][CH:19]=1)/[CH:10]=C/C1C=CC=CC=1)=[O:7].N#N.[BH4-].[Na+]. (2) Given the product [O:25]=[S:2]1(=[O:1])[C:8]2[CH:9]=[CH:10][CH:11]=[CH:12][C:7]=2[CH2:6][N:5]([C:13]2[CH:22]=[C:21]([NH:23][C:39](=[O:40])[CH2:38][CH:37]([N:28]3[C:29](=[O:36])[C:30]4[C:35](=[CH:34][CH:33]=[CH:32][CH:31]=4)[C:27]3=[O:26])[C:42]([F:45])([F:44])[F:43])[C:20]3[C:15](=[CH:16][CH:17]=[C:18]([CH3:24])[CH:19]=3)[N:14]=2)[CH2:4][CH2:3]1, predict the reactants needed to synthesize it. The reactants are: [O:1]=[S:2]1(=[O:25])[C:8]2[CH:9]=[CH:10][CH:11]=[CH:12][C:7]=2[CH2:6][N:5]([C:13]2[CH:22]=[C:21]([NH2:23])[C:20]3[C:15](=[CH:16][CH:17]=[C:18]([CH3:24])[CH:19]=3)[N:14]=2)[CH2:4][CH2:3]1.[O:26]=[C:27]1[C:35]2[C:30](=[CH:31][CH:32]=[CH:33][CH:34]=2)[C:29](=[O:36])[N:28]1[CH:37]([C:42]([F:45])([F:44])[F:43])[CH2:38][C:39](Cl)=[O:40].C(N(CC)C(C)C)(C)C. (3) The reactants are: [CH3:1][C:2]1[C:7]([NH:8][C:9](=[O:35])[CH:10]([C:15]2[CH:20]=[CH:19][C:18]([CH2:21][N:22]3[C:27](=[O:28])[CH2:26][O:25][C:24]([C:29]4[CH:34]=[CH:33][CH:32]=[CH:31][CH:30]=4)=[N:23]3)=[CH:17][CH:16]=2)[CH:11]([CH3:14])[CH2:12][CH3:13])=[CH:6][CH:5]=[CH:4][C:3]=1[CH2:36][CH2:37][C:38]([O:40]CC)=[O:39].[OH-].[Na+]. Given the product [CH3:1][C:2]1[C:7]([NH:8][C:9](=[O:35])[CH:10]([C:15]2[CH:20]=[CH:19][C:18]([CH2:21][N:22]3[C:27](=[O:28])[CH2:26][O:25][C:24]([C:29]4[CH:30]=[CH:31][CH:32]=[CH:33][CH:34]=4)=[N:23]3)=[CH:17][CH:16]=2)[CH:11]([CH3:14])[CH2:12][CH3:13])=[CH:6][CH:5]=[CH:4][C:3]=1[CH2:36][CH2:37][C:38]([OH:40])=[O:39], predict the reactants needed to synthesize it. (4) Given the product [F:11][C:10]([F:13])([F:12])[C:9]([NH:8][C:7]1[CH:6]=[CH:5][C:4]([S:15](=[O:17])(=[O:16])[NH:19][C:20]2[S:21][CH:22]=[CH:23][N:24]=2)=[CH:3][C:2]=1[F:1])=[O:14], predict the reactants needed to synthesize it. The reactants are: [F:1][C:2]1[CH:3]=[C:4]([S:15](Cl)(=[O:17])=[O:16])[CH:5]=[CH:6][C:7]=1[NH:8][C:9](=[O:14])[C:10]([F:13])([F:12])[F:11].[NH2:19][C:20]1[S:21][CH:22]=[CH:23][N:24]=1. (5) The reactants are: C[O:2][C:3](=O)[CH2:4][CH2:5][CH2:6][NH:7][CH:8]([C:11](=[O:13])[NH2:12])[CH2:9][CH3:10].C(N(CC)CC)C.OC1C=CC=CN=1. Given the product [CH3:10][CH2:9][C@H:8]([N:7]1[C:3](=[O:2])[CH2:4][CH2:5][CH2:6]1)[C:11]([NH2:12])=[O:13], predict the reactants needed to synthesize it. (6) Given the product [Br:1][C:2]1[CH:9]=[CH:8][CH:7]=[CH:6][C:3]=1[CH2:4][O:5][CH2:12][O:13][CH3:14], predict the reactants needed to synthesize it. The reactants are: [Br:1][C:2]1[CH:9]=[CH:8][CH:7]=[CH:6][C:3]=1[CH2:4][OH:5].[H-].[Na+].[CH3:12][O:13][CH2:14]Cl. (7) Given the product [C:25]([O:29][C:30](=[O:36])[NH:31][C@H:32]([CH3:33])[CH2:35][O:24][C:15]1[C:16]([F:23])=[CH:17][CH:18]=[C:19]([N+:20]([O-:22])=[O:21])[C:14]=1[F:13])([CH3:28])([CH3:27])[CH3:26], predict the reactants needed to synthesize it. The reactants are: CCOC(/N=N/C(OCC)=O)=O.[F:13][C:14]1[C:19]([N+:20]([O-:22])=[O:21])=[CH:18][CH:17]=[C:16]([F:23])[C:15]=1[OH:24].[C:25]([O:29][C:30](=[O:36])[NH:31][C@H:32]([CH3:35])[CH2:33]O)([CH3:28])([CH3:27])[CH3:26].C1(P(C2C=CC=CC=2)C2C=CC=CC=2)C=CC=CC=1.